Task: Predict which catalyst facilitates the given reaction.. Dataset: Catalyst prediction with 721,799 reactions and 888 catalyst types from USPTO Reactant: CC[C@@H]1[C@@H]2C[C@H]([C@@H](OC3C4C(=CC=CC=4)C(O[C@@H](C4C=CN=C5C=4C=C(OC)C=C5)[C@@H]4N5C[C@H](CC)[C@@H](CC5)C4)=NN=3)C3C=CN=C4C=3C=C([O:22]C)C=C4)N(CC2)C1.CS(N)(=O)=O.C([Si]([O:71]/[C:72](/[C:75]1[CH:80]=[CH:79][CH:78]=[C:77]([Cl:81])[CH:76]=1)=[CH:73]\[CH3:74])(C)C)(C)(C)C.S([O-])([O-])=O.[Na+].[Na+]. Product: [Cl:81][C:77]1[CH:76]=[C:75]([C:72](=[O:71])[C@H:73]([OH:22])[CH3:74])[CH:80]=[CH:79][CH:78]=1. The catalyst class is: 371.